This data is from Catalyst prediction with 721,799 reactions and 888 catalyst types from USPTO. The task is: Predict which catalyst facilitates the given reaction. (1) Reactant: Cl[C:2]1[CH:7]=[C:6]([NH2:8])[CH:5]=[C:4]([N:9]2[CH2:14][CH2:13][O:12][CH2:11][CH2:10]2)[N:3]=1.[OH:15][CH:16]1[CH2:21][CH2:20][NH:19][CH2:18][CH2:17]1. Product: [NH2:8][C:6]1[CH:5]=[C:4]([N:9]2[CH2:14][CH2:13][O:12][CH2:11][CH2:10]2)[N:3]=[C:2]([N:19]2[CH2:20][CH2:21][CH:16]([OH:15])[CH2:17][CH2:18]2)[CH:7]=1. The catalyst class is: 44. (2) Reactant: [O:1]=[C:2]1[N:6]([C:7]([O:9][C:10]([CH3:13])([CH3:12])[CH3:11])=[O:8])[CH:5]2[CH:14]=[CH:15][CH2:16][CH:4]2[CH2:3]1.C(O[CH:22](N(C)C)[N:23]([CH3:25])[CH3:24])(C)(C)C.O. Product: [C:10]([O:9][C:7]([N:6]1[C:2](=[O:1])[C:3](=[CH:22][N:23]([CH3:25])[CH3:24])[CH:4]2[CH2:16][CH:15]=[CH:14][CH:5]12)=[O:8])([CH3:12])([CH3:13])[CH3:11]. The catalyst class is: 133. (3) Reactant: [CH3:1][O:2][C:3]1[N:7]([C:8]2[CH:13]=[CH:12][C:11]([C:14]([F:17])([F:16])[F:15])=[CH:10][CH:9]=2)[N:6]=[C:5]([CH2:18][OH:19])[CH:4]=1.CC(OI1(OC(C)=O)(OC(C)=O)OC(=O)C2C=CC=CC1=2)=O. Product: [CH3:1][O:2][C:3]1[N:7]([C:8]2[CH:9]=[CH:10][C:11]([C:14]([F:17])([F:15])[F:16])=[CH:12][CH:13]=2)[N:6]=[C:5]([CH:18]=[O:19])[CH:4]=1. The catalyst class is: 2. (4) Reactant: [N+:1]([C:4]1[CH:12]=[CH:11][C:7]([C:8]([OH:10])=[O:9])=[CH:6][CH:5]=1)([O-:3])=[O:2].C1(P(C2C=CC=CC=2)C2C=CC=CC=2)C=CC=CC=1.CC(OC(/N=N/C(OC(C)C)=O)=O)C.O[CH:47]([CH:58]([CH3:60])[CH3:59])[C@@H:48]([NH:50][C:51](=[O:57])[O:52][C:53]([CH3:56])([CH3:55])[CH3:54])[CH3:49]. Product: [N+:1]([C:4]1[CH:5]=[CH:6][C:7]([C:8]([O:10][CH:47]([CH:58]([CH3:60])[CH3:59])[C@@H:48]([NH:50][C:51]([O:52][C:53]([CH3:56])([CH3:55])[CH3:54])=[O:57])[CH3:49])=[O:9])=[CH:11][CH:12]=1)([O-:3])=[O:2]. The catalyst class is: 1.